This data is from Reaction yield outcomes from USPTO patents with 853,638 reactions. The task is: Predict the reaction yield, written as a fraction of the theoretical maximum amount of product (1.0 means a 100% yield; for example, 0.34 means a 34% yield). (1) The reactants are [F:1][C:2]1[CH:7]=[C:6]([F:8])[CH:5]=[CH:4][C:3]=1[C:9]1[O:13][C:12]([C:14]2[CH:23]=[CH:22][C:17]([C:18]([O:20]C)=[O:19])=[CH:16][CH:15]=2)=[N:11][CH:10]=1.[OH-].[Na+].Cl. The catalyst is C(O)(C)(C)C.O. The product is [F:1][C:2]1[CH:7]=[C:6]([F:8])[CH:5]=[CH:4][C:3]=1[C:9]1[O:13][C:12]([C:14]2[CH:15]=[CH:16][C:17]([C:18]([OH:20])=[O:19])=[CH:22][CH:23]=2)=[N:11][CH:10]=1. The yield is 0.940. (2) The reactants are [Br:1][C:2]1[CH:3]=[C:4](NC2N=CC(N3CCN(C(OC(C)(C)C)=O)CC3)=CC=2)[C:5](=[O:9])[N:6]([CH3:8])[CH:7]=1.[NH2:30][C:31]1[N:36]=[CH:35][C:34]([N:37]2[C@@H:42]([CH3:43])[CH2:41][N:40]([C:44]([O:46][C:47]([CH3:50])([CH3:49])[CH3:48])=[O:45])[C@H:39]([CH3:51])[CH2:38]2)=[CH:33][CH:32]=1.BrC1C(=O)N(C)C=C(Br)C=1. No catalyst specified. The product is [Br:1][C:2]1[CH:3]=[C:4]([NH:30][C:31]2[N:36]=[CH:35][C:34]([N:37]3[C@@H:42]([CH3:43])[CH2:41][N:40]([C:44]([O:46][C:47]([CH3:49])([CH3:48])[CH3:50])=[O:45])[C@H:39]([CH3:51])[CH2:38]3)=[CH:33][CH:32]=2)[C:5](=[O:9])[N:6]([CH3:8])[CH:7]=1. The yield is 0.790.